Dataset: Catalyst prediction with 721,799 reactions and 888 catalyst types from USPTO. Task: Predict which catalyst facilitates the given reaction. (1) Reactant: [Cl:1][C:2]1[CH:3]=[CH:4][C:5]([OH:11])=[C:6]([CH:10]=1)[C:7]([OH:9])=[O:8].[Br:12]N1C(=O)CCC1=O. Product: [Br:12][C:4]1[C:5]([OH:11])=[C:6]([CH:10]=[C:2]([Cl:1])[CH:3]=1)[C:7]([OH:9])=[O:8]. The catalyst class is: 534. (2) Reactant: C([O:8][C@H:9]1[C@H:14]([CH:15]([C@@H:17]2[C@@H:22]([O:23]CC3C=CC=CC=3)[C@@H:21]([O:31]CC3C=CC=CC=3)[C@H:20]([O:39]CC3C=CC=CC=3)[C@@H:19]([CH2:47][O:48]CC3C=CC=CC=3)[O:18]2)[OH:16])[C@H:13]([O:56]CC2C=CC=CC=2)[C@@H:12]([O:64][CH3:65])[O:11][C@@H:10]1[CH2:66][OH:67])C1C=CC=CC=1.C(O)(=O)C. Product: [OH:8][C@H:9]1[C@H:14]([CH:15]([OH:16])[C@@H:17]2[C@@H:22]([OH:23])[C@@H:21]([OH:31])[C@H:20]([OH:39])[C@@H:19]([CH2:47][OH:48])[O:18]2)[C@H:13]([OH:56])[C@@H:12]([O:64][CH3:65])[O:11][C@@H:10]1[CH2:66][OH:67]. The catalyst class is: 105. (3) Reactant: [CH2:1]([O:8][C:9]1[CH:14]=[CH:13][C:12]([N:15]([CH3:46])[C:16]([C:18]2[CH:19]=[C:20]([C:25]3[CH:26]=[C:27]4[C:32](=[CH:33][C:34]=3[C:35]([O:37]C)=[O:36])[CH2:31][N:30]([C:39]([O:41][C:42]([CH3:45])([CH3:44])[CH3:43])=[O:40])[CH2:29][CH2:28]4)[N:21]([CH3:24])[C:22]=2[CH3:23])=[O:17])=[CH:11][CH:10]=1)[C:2]1[CH:7]=[CH:6][CH:5]=[CH:4][CH:3]=1.[Li+:47].[OH-]. Product: [CH2:1]([O:8][C:9]1[CH:14]=[CH:13][C:12]([N:15]([CH3:46])[C:16]([C:18]2[CH:19]=[C:20]([C:25]3[CH:26]=[C:27]4[C:32](=[CH:33][C:34]=3[C:35]([O:37][Li:47])=[O:36])[CH2:31][N:30]([C:39]([O:41][C:42]([CH3:45])([CH3:44])[CH3:43])=[O:40])[CH2:29][CH2:28]4)[N:21]([CH3:24])[C:22]=2[CH3:23])=[O:17])=[CH:11][CH:10]=1)[C:2]1[CH:7]=[CH:6][CH:5]=[CH:4][CH:3]=1. The catalyst class is: 12. (4) Reactant: [CH3:1][CH:2]([CH2:6][C:7]1[CH:12]=[CH:11][C:10]([Cl:13])=[CH:9][CH:8]=1)[C:3]([OH:5])=O.C([N:17]([CH:20]([CH3:22])C)[CH2:18][CH3:19])(C)C.CN(C(ON1N=[N:38][C:33]2[CH:34]=[CH:35][CH:36]=[CH:37][C:32]1=2)=[N+](C)C)C.F[P-](F)(F)(F)(F)F.[CH3:47][CH2:48][O:49][C:50](C)=[O:51]. Product: [CH2:48]([O:49][C:50]([C@@H:32]1[CH2:37][CH2:36][CH2:35][CH2:34][C@H:33]1[N:38]1[CH2:19][CH2:18][N:17]([C:3](=[O:5])[CH:2]([CH3:1])[CH2:6][C:7]2[CH:12]=[CH:11][C:10]([Cl:13])=[CH:9][CH:8]=2)[CH2:20][CH2:22]1)=[O:51])[CH3:47]. The catalyst class is: 3. (5) Reactant: C(OC([N:8]1[CH2:20][C@@H:19]([CH3:21])[N:18]2[C@H:10]([CH2:11][C:12]3[C:17]2=[N:16][C:15]([CH2:22][OH:23])=[C:14]([F:24])[CH:13]=3)[CH2:9]1)=O)(C)(C)C. The catalyst class is: 89. Product: [NH3:8].[F:24][C:14]1[CH:13]=[C:12]2[C:17]([N:18]3[C@H:10]([CH2:11]2)[CH2:9][NH:8][CH2:20][C@H:19]3[CH3:21])=[N:16][C:15]=1[CH2:22][OH:23]. (6) Reactant: [F:1][C:2]1[CH:7]=[C:6]([O:8][CH3:9])[C:5]([O:10]C)=[CH:4][C:3]=1[F:12].[Cl-].[Al+3].[Cl-].[Cl-].C(OCC)C. Product: [F:1][C:2]1[C:3]([F:12])=[CH:4][C:5]([OH:10])=[C:6]([O:8][CH3:9])[CH:7]=1. The catalyst class is: 2. (7) Reactant: [N+]([O-])([O-])=O.[Ce+4].[NH4+].[N+]([O-])([O-])=O.[N+]([O-])([O-])=O.[N+]([O-])([O-])=O.[N+]([O-])([O-])=O.C([N:30]1[CH2:35][CH2:34][O:33][CH:32]([C:36]2[O:40][N:39]=[C:38]([CH3:41])[CH:37]=2)[CH2:31]1)C1C=CC=CC=1. Product: [CH3:41][C:38]1[CH:37]=[C:36]([CH:32]2[O:33][CH2:34][CH2:35][NH:30][CH2:31]2)[O:40][N:39]=1. The catalyst class is: 47. (8) Product: [N:13]1([NH:25][C:2]([Cl:1])=[O:4])[C:22]2[C:17](=[CH:18][CH:19]=[CH:20][CH:21]=2)[CH2:16][CH2:15][CH2:14]1. The catalyst class is: 46. Reactant: [Cl:1][C:2](Cl)([O:4]C(=O)OC(Cl)(Cl)Cl)Cl.[NH:13]1[C:22]2[C:17](=[CH:18][CH:19]=[CH:20][CH:21]=2)[CH2:16][CH2:15][CH2:14]1.C([N:25](CC)CC)C.C(=O)([O-])O.[Na+].